This data is from Peptide-MHC class I binding affinity with 185,985 pairs from IEDB/IMGT. The task is: Regression. Given a peptide amino acid sequence and an MHC pseudo amino acid sequence, predict their binding affinity value. This is MHC class I binding data. (1) The peptide sequence is MVGIVHFNK. The MHC is HLA-A31:01 with pseudo-sequence HLA-A31:01. The binding affinity (normalized) is 0.584. (2) The peptide sequence is SEGATPQDL. The MHC is HLA-A23:01 with pseudo-sequence HLA-A23:01. The binding affinity (normalized) is 0. (3) The peptide sequence is YVPPDMRGV. The MHC is HLA-A02:01 with pseudo-sequence HLA-A02:01. The binding affinity (normalized) is 0.424. (4) The peptide sequence is SEVKFKYVL. The MHC is HLA-B15:09 with pseudo-sequence HLA-B15:09. The binding affinity (normalized) is 0.0847. (5) The peptide sequence is FYLPNIVDY. The MHC is HLA-A01:01 with pseudo-sequence HLA-A01:01. The binding affinity (normalized) is 0.0847. (6) The peptide sequence is NVSRVVECLT. The MHC is HLA-A02:01 with pseudo-sequence HLA-A02:01. The binding affinity (normalized) is 0.154.